Dataset: Forward reaction prediction with 1.9M reactions from USPTO patents (1976-2016). Task: Predict the product of the given reaction. (1) The product is: [ClH:21].[NH2:8][C@@H:9]([CH2:13][C:14]([F:19])([F:20])[CH2:15][CH:16]1[CH2:18][CH2:17]1)[C:10]([OH:12])=[O:11]. Given the reactants C(OC([NH:8][C@@H:9]([CH2:13][C:14]([F:20])([F:19])[CH2:15][CH:16]1[CH2:18][CH2:17]1)[C:10]([OH:12])=[O:11])=O)(C)(C)C.[ClH:21], predict the reaction product. (2) Given the reactants [CH2:1]([NH:8][C:9]1[C:14]([CH3:15])=[C:13]([CH3:16])[C:12]([O:17]CC2C=CC=CC=2)=[C:11]([CH3:25])[N:10]=1)[C:2]1[CH:7]=[CH:6][CH:5]=[CH:4][CH:3]=1, predict the reaction product. The product is: [CH2:1]([NH:8][C:9]1[N:10]=[C:11]([CH3:25])[C:12]([OH:17])=[C:13]([CH3:16])[C:14]=1[CH3:15])[C:2]1[CH:3]=[CH:4][CH:5]=[CH:6][CH:7]=1. (3) Given the reactants [Br:1][C:2]1[CH:3]=[CH:4][C:5]([C:8]2([OH:15])[CH2:13][CH2:12][C:11](=O)[CH2:10][CH2:9]2)=[N:6][CH:7]=1.[NH:16]1[CH2:19][CH:18]([NH:20][C:21]([CH2:23][NH:24][C:25](=[O:36])[C:26]2[CH:31]=[CH:30][CH:29]=[C:28]([C:32]([F:35])([F:34])[F:33])[CH:27]=2)=[O:22])[CH2:17]1, predict the reaction product. The product is: [Br:1][C:2]1[CH:3]=[CH:4][C:5]([C:8]2([OH:15])[CH2:13][CH2:12][CH:11]([N:16]3[CH2:19][CH:18]([NH:20][C:21]([CH2:23][NH:24][C:25](=[O:36])[C:26]4[CH:31]=[CH:30][CH:29]=[C:28]([C:32]([F:35])([F:33])[F:34])[CH:27]=4)=[O:22])[CH2:17]3)[CH2:10][CH2:9]2)=[N:6][CH:7]=1. (4) Given the reactants [Cl:1][C:2]1[CH:3]=[C:4]([CH:8]=[CH:9][C:10]=1[C:11]1[C:20]([C:21]([F:24])([F:23])[F:22])=[N:19][C:18]2[C:13](=[CH:14][CH:15]=[C:16]([O:25]C)[CH:17]=2)[N:12]=1)[C:5]([OH:7])=[O:6].B(Br)(Br)Br, predict the reaction product. The product is: [Cl:1][C:2]1[CH:3]=[C:4]([CH:8]=[CH:9][C:10]=1[C:11]1[C:20]([C:21]([F:23])([F:24])[F:22])=[N:19][C:18]2[C:13](=[CH:14][CH:15]=[C:16]([OH:25])[CH:17]=2)[N:12]=1)[C:5]([OH:7])=[O:6]. (5) Given the reactants [OH:1][CH2:2][C:3]([C:5]1[CH:10]=[CH:9][CH:8]=[CH:7][CH:6]=1)=[O:4].C(N(CC)CC)C.[Si:18](Cl)([C:21]([CH3:24])([CH3:23])[CH3:22])([CH3:20])[CH3:19], predict the reaction product. The product is: [C:21]([Si:18]([CH3:20])([CH3:19])[O:1][CH2:2][C:3]([C:5]1[CH:10]=[CH:9][CH:8]=[CH:7][CH:6]=1)=[O:4])([CH3:24])([CH3:23])[CH3:22]. (6) Given the reactants [F:1][C:2]1[C:7]([F:8])=[CH:6][CH:5]=[CH:4][C:3]=1[C:9]1[CH:17]=[CH:16][CH:15]=[C:14]2[C:10]=1[CH:11]=[CH:12][NH:13]2.C([OH:20])C.C(O)(=O)C.[Br-].[Br-].[Br-].[NH+]1C=CC=CC=1.[NH+]1C=CC=CC=1.[NH+]1C=CC=CC=1, predict the reaction product. The product is: [F:1][C:2]1[C:7]([F:8])=[CH:6][CH:5]=[CH:4][C:3]=1[C:9]1[CH:17]=[CH:16][CH:15]=[C:14]2[C:10]=1[CH2:11][C:12](=[O:20])[NH:13]2. (7) Given the reactants [ClH:1].[N:2]1([C:8]([N:10]2[CH2:15][CH:14]([C:16]3[CH:21]=[CH:20][C:19]([C:22]([F:25])([F:24])[F:23])=[CH:18][CH:17]=3)[CH2:13][CH:12]([C:26]3[N:30]=[C:29]([C@@H:31]4[CH2:35][CH2:34][CH2:33][N:32]4C(OC(C)(C)C)=O)[O:28][N:27]=3)[CH2:11]2)=[O:9])[CH2:7][CH2:6][O:5][CH2:4][CH2:3]1, predict the reaction product. The product is: [ClH:1].[N:2]1([C:8]([N:10]2[CH2:15][CH:14]([C:16]3[CH:21]=[CH:20][C:19]([C:22]([F:23])([F:25])[F:24])=[CH:18][CH:17]=3)[CH2:13][CH:12]([C:26]3[N:30]=[C:29]([CH:31]4[CH2:35][CH2:34][CH2:33][NH:32]4)[O:28][N:27]=3)[CH2:11]2)=[O:9])[CH2:3][CH2:4][O:5][CH2:6][CH2:7]1. (8) Given the reactants [NH2:1][C:2]1[N:7]([CH2:8][CH2:9][CH3:10])[C:6](=[O:11])[N:5]([CH2:12][CH2:13][CH3:14])[C:4](=[O:15])[C:3]=1[NH:16][C:17]([CH:19]1[CH:24]2[CH2:25][CH:21]3[CH:22]([C:23]2=[O:26])[CH:20]13)=O.C(O)(C)C.[OH-].[K+], predict the reaction product. The product is: [O:26]=[C:23]1[CH:22]2[CH:20]3[CH:21]2[CH2:25][CH:24]1[CH:19]3[C:17]1[NH:16][C:3]2[C:4](=[O:15])[N:5]([CH2:12][CH2:13][CH3:14])[C:6](=[O:11])[N:7]([CH2:8][CH2:9][CH3:10])[C:2]=2[N:1]=1. (9) Given the reactants [F:1][C:2]1[CH:23]=[CH:22][C:5]([CH2:6][NH:7][C:8]([C:10]2[S:18][C:17]3[N:12]([C:13](=[O:21])[NH:14][C:15](=[O:20])[C:16]=3[CH3:19])[CH:11]=2)=[O:9])=[CH:4][CH:3]=1.[CH3:24][C:25]1[S:26][CH:27]=[C:28]([CH2:30]Br)[N:29]=1, predict the reaction product. The product is: [F:1][C:2]1[CH:3]=[CH:4][C:5]([CH2:6][NH:7][C:8]([C:10]2[S:18][C:17]3[N:12]([C:13](=[O:21])[N:14]([CH2:30][C:28]4[N:29]=[C:25]([CH3:24])[S:26][CH:27]=4)[C:15](=[O:20])[C:16]=3[CH3:19])[CH:11]=2)=[O:9])=[CH:22][CH:23]=1.